From a dataset of Drug-target binding data from BindingDB using IC50 measurements. Regression. Given a target protein amino acid sequence and a drug SMILES string, predict the binding affinity score between them. We predict pIC50 (pIC50 = -log10(IC50 in M); higher means more potent). Dataset: bindingdb_ic50. (1) The drug is CC(C)c1ccc(Nc2nc3ccccc3n3nnnc23)cc1. The target protein (Q9NR21) has sequence MWEANPEMFHKAEELFSKTTNNEVDDMDTSDTQWGWFYLAECGKWHMFQPDTNSQCSVSSEDIEKSFKTNPCGSISFTTSKFSYKIDFAEMKQMNLTTGKQRLIKRAPFSISAFSYICENEAIPMPPHWENVNTQVPYQLIPLHNQTHEYNEVANLFGKTMDRNRIKRIQRIQNLDLWEFFCRKKAQLKKKRGVPQINEQMLFHGTSSEFVEAICIHNFDWRINGIHGAVFGKGTYFARDAAYSSRFCKDDIKHGNTFQIHGVSLQQRHLFRTYKSMFLARVLIGDYINGDSKYMRPPSKDGSYVNLYDSCVDDTWNPKIFVVFDANQIYPEYLIDFH. The pIC50 is 5.3. (2) The drug is COc1cc2c(cc1OC)C1CC(=O)C(CC(C)C)CN1CC2. The target protein sequence is MALSDLVLLRWLRDSRHSRKLILFIVFLALLLDNMLLTVVVPIIPSYLYSIKHEKNSTEIQTTRPELVVSTSESIFSYYNNSTVLITGNATGTLPGGQSHKATSTQHTVANTTVPSDCPSEDRDLLNENVQVGLLFASKATVQLLTNPFIGLLTNRIGYPIPMFAGFCIMFISTVMFAFSSSYAFLLIARSLQGIGSSCSSVAGMGMLASVYTDDEERGKPMGIALGGLAMGVLVGPPFGSVLYEFVGKTAPFLVLAALVLLDGAIQLFVLQPSRVQPESQKGTPLTTLLKDPYILIAAGSICFANMAIAMLEPALPIWMMETMCSRKWQLGVAFLPASISYLIGTNIFGILAHKMGRWLCALLGMVIVGISILCIPFAKNIYGLIAPNFGVGFAIGMVDSSMMPIMGYLVDLRHVSVYGSVYAIADVAFCMGYAIGPSAGGAIAKAIGFPWLMTIIGIIDIAFAPLCFFLRSPPAKEEKMAILMDHNCPIKRKMYTQNN.... The pIC50 is 6.7. (3) The drug is C[C@H](CCCn1cc(CCC(=O)O)nn1)C1CC[C@H]2C3CC[C@@H]4C[C@H](O)CC[C@]4(C)C3CC[C@]12C. The target protein (Q11205) has sequence MKCSLRVWFLSMAFLLVFIMSLLFTYSHHSMATLPYLDSGTLGGTHRVKLVPGYTGQQRLVKEGLSGKSCTCSRCMGDAGTSEWFDSHFDSNISPVWTRDNMNLTPDVQRWWMMLQPQFKSHNTNEVLEKLFQIVPGENPYRFRDPQQCRRCAVVGNSGNLRGSGYGQEVDSHNFIMRMNQAPTVGFEKDVGSRTTHHFMYPESAKNLPANVSFVLVPFKALDLMWIASALSTGQIRFTYAPVKSFLRVDKEKVQIYNPAFFKYIHDRWTEHHGRYPSTGMLVLFFALHVCDEVNVYGFGADSRGNWHHYWENNRYAGEFRKTGVHDADFEAHIIDILAKASKIEVYRGN. The pIC50 is 5.0. (4) The pIC50 is 5.1. The target protein (P57771) has sequence MAALLMPRRNKGMRTRLGCLSHKSDSCSDFTAILPDKPNRALKRLSTEEATRWADSFDVLLSHKYGVAAFRAFLKTEFSEENLEFWLACEEFKKTRSTAKLVSKAHRIFEEFVDVQAPREVNIDFQTREATRKNLQEPSLTCFDQAQGKVHSLMEKDSYPRFLRSKMYLDLLSQSQRRLS. The drug is Cc1ccc(-n2sc(=O)n(Cc3ccccc3)c2=O)cc1. (5) The pIC50 is 8.7. The target protein sequence is MLREQFSFDIAEEASKVCLAHLFTYQDFDMGTLGLAYVGSPRANSHGGVCPKAYYSPIGKKNIYLNSGLTSTKNYGKTILTKEADLVTTHELGHNFGAEHDPDGLAECAPNE. The compound is CC(C)c1oc2ccccc2c1Cc1ccc(C(=O)N[C@@H]2CCOC[C@@H]2C(=O)NO)cc1. (6) The compound is O=c1oc(OCCCCCc2ccccc2)c(Cl)c2ccc([N+](=O)[O-])cc12. The target protein (Q8VC82) has sequence MDRSSLLQLIQEQQLDPENTGFIGADTFAGLVHSHELPLDPTKLDMLVALAQSNERGQVCYQELVDLISSKRSSSFKRAIANGQRALPRDGLLDEPGLSVYKRFVRYVAYEILPCEVDRRWYFYRHRTCPPPVFMASVTLAQIIVFLCYGARLNKWVLQTYHPEYMKSPLVYHPGHRARAWRFLTYMFMHVGLEQLGFNALLQLMIGVPLEMVHGVLRISLLYLAGVLAGSLTVSITDMRAPVVGGSGGVYALCSAHLANVVMNWAGMRCPYKLLRMVLALVCMSSEVGRAVWLRFSPPLPASGPQPSFMAHLAGAVVGVSMGLTILRSYEERLRDQCGWWVVLLAYGTFLLFAIFWNVFAYDLLGADIPPPP. The pIC50 is 4.4. (7) The drug is Nc1ccc(/C=C/C(=O)N2CC(OCc3ccncc3)C2)cn1. The target protein (Q6GI75) has sequence MLNLENKTYVIMGIANKRSIAFGVAKVLDQLGAKLVFTYRKERSRKELEKLLEQLNQPEAHLYQIDVQSDEEVINGFEQIGKDVGNIDGVYHSIAFANMEDLRGRFSETSREGFLLAQDISSYSLTIVAHEAKKLMPEGGSIVATTYLGGEFAVQNYNVMGVAKASLEANVKYLALDLGPDNIRVNAISAGPIRTLSAKGVGGFNTILKEIEERAPLKRNVDQVEVGKTAAYLLSDLSSGVTGENIHVDSGFHAIK. The pIC50 is 5.7. (8) The small molecule is CCCCOc1ccc(Sc2ccc(-c3ccccc3C(O)C#CCOCCCCCCCO)cc2S(=O)(=O)[O-])cc1. The target protein (Q9HBW0) has sequence MVIMGQCYYNETIGFFYNNSGKELSSHWRPKDVVVVALGLTVSVLVLLTNLLVIAAIASNRRFHQPIYYLLGNLAAADLFAGVAYLFLMFHTGPRTARLSLEGWFLRQGLLDTSLTASVATLLAIAVERHRSVMAVQLHSRLPRGRVVMLIVGVWVAALGLGLLPAHSWHCLCALDRCSRMAPLLSRSYLAVWALSSLLVFLLMVAVYTRIFFYVRRRVQRMAEHVSCHPRYRETTLSLVKTVVIILGAFVVCWTPGQVVLLLDGLGCESCNVLAVEKYFLLLAEANSLVNAAVYSCRDAEMRRTFRRLLCCACLRQSTRESVHYTSSAQGGASTRIMLPENGHPLMDSTL. The pIC50 is 5.2. (9) The drug is O=C(O)Cc1cn(C(=O)OCc2ccccc2)c2ccccc12. The target protein sequence is MSVLQVLHIPDERLRKVAKPVEEVNAEIQRIVDDMFETMYAEKGIGLAATQVDIHQRIIVIDVSENRDERLVLINPELLEKSGETGIEEGCLSIPEQRALVPRAEKVKIRALDRDGKPFELEADGLLAICIGLRLGNGKYCTLRLFFNQV. The pIC50 is 3.5.